Dataset: Catalyst prediction with 721,799 reactions and 888 catalyst types from USPTO. Task: Predict which catalyst facilitates the given reaction. (1) Reactant: [H-].[Na+].[Br:3][C:4]1[CH:9]=[CH:8][C:7]([CH2:10][C:11]#N)=[C:6]([C:13]([F:16])([F:15])[F:14])[CH:5]=1.[CH3:17]I.C[N:20]([CH:22]=O)C. Product: [Br:3][C:4]1[CH:9]=[CH:8][C:7]([C:10]([CH3:17])([CH3:11])[C:22]#[N:20])=[C:6]([C:13]([F:16])([F:15])[F:14])[CH:5]=1. The catalyst class is: 1. (2) Reactant: [CH2:1]([NH:8][C:9]1[C:10]([NH2:16])=[CH:11][C:12]([CH3:15])=[CH:13][CH:14]=1)[C:2]1[CH:7]=[CH:6][CH:5]=[CH:4][CH:3]=1.C(N(CC)CC)C.[C:24]([NH:31][C@@H:32]([C:36](O)=[O:37])[CH:33]([CH3:35])[CH3:34])([O:26][C:27]([CH3:30])([CH3:29])[CH3:28])=[O:25].CN(C(ON1N=NC2C=CC=CC1=2)=[N+](C)C)C.[B-](F)(F)(F)F. Product: [C:27]([O:26][C:24](=[O:25])[NH:31][CH:32]([C:36](=[O:37])[NH:16][C:10]1[CH:11]=[C:12]([CH3:15])[CH:13]=[CH:14][C:9]=1[NH:8][CH2:1][C:2]1[CH:3]=[CH:4][CH:5]=[CH:6][CH:7]=1)[CH:33]([CH3:34])[CH3:35])([CH3:28])([CH3:30])[CH3:29]. The catalyst class is: 39. (3) Reactant: [Br:1][C:2]1[N:7]=[CH:6][C:5]([NH2:8])=[C:4]([NH:9][CH:10]([CH3:12])[CH3:11])[CH:3]=1.CN=C=S.F[P-](F)(F)(F)(F)F.[N:24]1(O[P+](N(C)C)(N(C)C)N(C)C)[C:28]2C=CC=C[C:27]=2N=N1.N12CCCN=C1CCCCC2. Product: [Br:1][C:2]1[N:7]=[CH:6][C:5]2[N:8]=[C:27]([CH2:28][NH2:24])[N:9]([CH:10]([CH3:12])[CH3:11])[C:4]=2[CH:3]=1. The catalyst class is: 10. (4) Reactant: Cl.[F:2][C:3]1([F:7])[CH2:6][NH:5][CH2:4]1.[H-].[Na+].Cl[C:11]1[N:12]=[C:13]2[CH:18]=[C:17]([C:19]([NH:21][C:22]3[CH:27]=[CH:26][CH:25]=[CH:24][CH:23]=3)=[O:20])[CH:16]=[CH:15][N:14]2[C:28]=1[S:29]([N:32]1[CH2:37][CH2:36][C:35]([F:39])([F:38])[CH2:34][CH2:33]1)(=[O:31])=[O:30].O. Product: [F:2][C:3]1([F:7])[CH2:6][N:5]([C:11]2[N:12]=[C:13]3[CH:18]=[C:17]([C:19]([NH:21][C:22]4[CH:27]=[CH:26][CH:25]=[CH:24][CH:23]=4)=[O:20])[CH:16]=[CH:15][N:14]3[C:28]=2[S:29]([N:32]2[CH2:37][CH2:36][C:35]([F:38])([F:39])[CH2:34][CH2:33]2)(=[O:31])=[O:30])[CH2:4]1. The catalyst class is: 3. (5) Reactant: C(OC([NH:11][CH2:12][CH2:13][CH2:14][C@@H:15]([NH:18][C:19](=[O:41])[CH2:20][C@H:21]([O:33][CH2:34][C:35]1[CH:40]=[CH:39][CH:38]=[CH:37][CH:36]=1)[CH2:22][CH2:23][CH2:24][CH2:25][CH2:26][CH2:27][CH2:28][CH2:29][CH2:30][CH2:31][CH3:32])[CH2:16][OH:17])=O)C1C=CC=CC=1.Cl[CH2:43][O:44][CH2:45][C:46]1[CH:51]=[CH:50][CH:49]=[CH:48][CH:47]=1.C(N(C(C)C)CC)(C)C. Product: [CH2:45]([O:44][CH2:43][O:17][CH2:16][C@H:15]([NH:18][C:19](=[O:41])[CH2:20][C@H:21]([O:33][CH2:34][C:35]1[CH:36]=[CH:37][CH:38]=[CH:39][CH:40]=1)[CH2:22][CH2:23][CH2:24][CH2:25][CH2:26][CH2:27][CH2:28][CH2:29][CH2:30][CH2:31][CH3:32])[CH2:14][CH2:13][CH2:12][NH2:11])[C:46]1[CH:51]=[CH:50][CH:49]=[CH:48][CH:47]=1. The catalyst class is: 2. (6) Reactant: C[O:2][C:3](=[O:22])[C:4]1[CH:9]=[CH:8][C:7]([NH:10][C:11]([NH:13][C:14]2[CH:19]=[N:18][CH:17]=[CH:16][N:15]=2)=[O:12])=[C:6]([O:20][CH3:21])[CH:5]=1.O.O.[OH-].[Li+]. Product: [CH3:21][O:20][C:6]1[CH:5]=[C:4]([CH:9]=[CH:8][C:7]=1[NH:10][C:11]([NH:13][C:14]1[CH:19]=[N:18][CH:17]=[CH:16][N:15]=1)=[O:12])[C:3]([OH:22])=[O:2]. The catalyst class is: 5. (7) Reactant: [NH2:1][C@H:2]([CH:6]([CH3:8])[CH3:7])[C:3]([OH:5])=[O:4].[OH-].[Na+].[CH3:11][C:12]([O:15][C:16](O[C:16]([O:15][C:12]([CH3:14])([CH3:13])[CH3:11])=[O:17])=[O:17])([CH3:14])[CH3:13]. Product: [C:12]([O:15][C:16]([NH:1][C@H:2]([CH:6]([CH3:8])[CH3:7])[C:3]([OH:5])=[O:4])=[O:17])([CH3:14])([CH3:13])[CH3:11]. The catalyst class is: 20.